This data is from Catalyst prediction with 721,799 reactions and 888 catalyst types from USPTO. The task is: Predict which catalyst facilitates the given reaction. (1) Reactant: [C:1]([N:4]1[CH2:9][CH2:8][N:7]([C:10]2[CH:11]=[C:12]([N:16]3[C:20]4[CH:21]=[CH:22][C:23]([C:25](=[O:27])[CH3:26])=[CH:24][C:19]=4[N:18]=[CH:17]3)[CH:13]=[CH:14][CH:15]=2)[CH2:6][CH2:5]1)(=[O:3])[CH3:2].B.[Na]. Product: [OH:27][CH:25]([C:23]1[CH:22]=[CH:21][C:20]2[N:16]([C:12]3[CH:11]=[C:10]([N:7]4[CH2:6][CH2:5][N:4]([C:1](=[O:3])[CH3:2])[CH2:9][CH2:8]4)[CH:15]=[CH:14][CH:13]=3)[CH:17]=[N:18][C:19]=2[CH:24]=1)[CH3:26]. The catalyst class is: 5. (2) Reactant: Cl[C:2]1[N:7]=[C:6](/[CH:8]=[CH:9]/[C:10]2[N:17]3[C:13]([S:14][CH:15]=[CH:16]3)=[N:12][C:11]=2[C:18]2[CH:23]=[CH:22][CH:21]=[CH:20][CH:19]=2)[CH:5]=[CH:4][N:3]=1.[CH3:24][NH2:25]. Product: [CH3:9][CH2:10][CH2:11][CH:18]([CH3:23])[CH3:19].[CH3:24][NH:25][C:2]1[N:7]=[C:6](/[CH:8]=[CH:9]/[C:10]2[N:17]3[C:13]([S:14][CH:15]=[CH:16]3)=[N:12][C:11]=2[C:18]2[CH:23]=[CH:22][CH:21]=[CH:20][CH:19]=2)[CH:5]=[CH:4][N:3]=1. The catalyst class is: 37. (3) Reactant: [Br:1][C:2]1[CH:7]=[CH:6][C:5]([C:8]2(O)[CH2:13][CH2:12][NH:11][CH2:10][CH2:9]2)=[CH:4][CH:3]=1. Product: [Br:1][C:2]1[CH:7]=[CH:6][C:5]([C:8]2[CH2:13][CH2:12][NH:11][CH2:10][CH:9]=2)=[CH:4][CH:3]=1. The catalyst class is: 55. (4) Product: [F:26][C:2]([F:1])([F:25])[S:3][CH2:4][CH2:5][CH2:6][CH2:7][CH2:8][CH2:9][O:10][C:11]1[CH:16]=[C:15]([S:17]([CH2:18][C:19]([F:20])([F:21])[F:22])=[O:35])[C:14]([Cl:23])=[CH:13][C:12]=1[Cl:24]. The catalyst class is: 22. Reactant: [F:1][C:2]([F:26])([F:25])[S:3][CH2:4][CH2:5][CH2:6][CH2:7][CH2:8][CH2:9][O:10][C:11]1[CH:16]=[C:15]([S:17][CH2:18][C:19]([F:22])([F:21])[F:20])[C:14]([Cl:23])=[CH:13][C:12]=1[Cl:24].ClC1C=CC=C(C(OO)=[O:35])C=1.C(OC(=O)C)C.CCCCCC. (5) Reactant: Cl.[NH:2]([C:6]1[CH:14]=[CH:13][C:9]([C:10](Cl)=[O:11])=[CH:8][CH:7]=1)[C:3]([NH2:5])=[NH:4].[O:15]=[S:16]1(=[O:54])[CH2:21][CH2:20][N:19]([C:22](=[O:53])[CH2:23][CH2:24][C:25]2[CH:30]=[CH:29][C:28]([OH:31])=[CH:27][C:26]=2[C:32]2[CH2:36][C:35]([CH2:45][C:46]([O:48][C:49]([CH3:52])([CH3:51])[CH3:50])=[O:47])([CH2:37][C:38]([O:40][C:41]([CH3:44])([CH3:43])[CH3:42])=[O:39])[O:34][N:33]=2)[CH2:18][CH2:17]1.N1C=CC=CC=1.CN1C(=O)CCC1. Product: [NH:2]([C:6]1[CH:14]=[CH:13][C:9]([C:10]([O:31][C:28]2[CH:29]=[CH:30][C:25]([CH2:24][CH2:23][C:22]([N:19]3[CH2:18][CH2:17][S:16](=[O:15])(=[O:54])[CH2:21][CH2:20]3)=[O:53])=[C:26]([C:32]3[CH2:36][C:35]([CH2:45][C:46]([O:48][C:49]([CH3:52])([CH3:51])[CH3:50])=[O:47])([CH2:37][C:38](=[O:39])[O:40][C:41]([CH3:44])([CH3:42])[CH3:43])[O:34][N:33]=3)[CH:27]=2)=[O:11])=[CH:8][CH:7]=1)[C:3]([NH2:5])=[NH:4]. The catalyst class is: 10. (6) Reactant: [Br:1][C:2]1[CH:10]=[CH:9][C:8]([N:11]([CH3:13])[CH3:12])=[CH:7][C:3]=1[C:4](O)=[O:5].C(=O)([O-])[O-].[NH4+:18].[NH4+].O. Product: [Br:1][C:2]1[CH:10]=[CH:9][C:8]([N:11]([CH3:13])[CH3:12])=[CH:7][C:3]=1[C:4]([NH2:18])=[O:5]. The catalyst class is: 3. (7) Reactant: [CH:1]([B-](F)(F)F)=[CH2:2].[K+].Br[C:9]1[CH:10]=[CH:11][C:12]([CH3:15])=[N:13][CH:14]=1.C1(P(C2C=CC=CC=2)C2C=CC=CC=2)C=CC=CC=1.C([O-])([O-])=O.[Cs+].[Cs+]. Product: [CH3:15][C:12]1[CH:11]=[CH:10][C:9]([CH:1]=[CH2:2])=[CH:14][N:13]=1. The catalyst class is: 6. (8) Reactant: [N:1]1[CH:6]=[C:5]([CH2:7][NH2:8])[CH:4]=[N:3][CH:2]=1.C[Al](C)C.[Cl:13][C:14]1[CH:15]=[C:16]([CH:21]([C:36]([F:39])([F:38])[F:37])/[CH:22]=[CH:23]/[C:24]2[CH:34]=[CH:33][C:27]([C:28](OCC)=[O:29])=[C:26]([CH3:35])[CH:25]=2)[CH:17]=[C:18]([Cl:20])[CH:19]=1. Product: [Cl:13][C:14]1[CH:15]=[C:16]([CH:21]([C:36]([F:39])([F:37])[F:38])/[CH:22]=[CH:23]/[C:24]2[CH:34]=[CH:33][C:27]([C:28]([NH:8][CH2:7][C:5]3[CH:6]=[N:1][CH:2]=[N:3][CH:4]=3)=[O:29])=[C:26]([CH3:35])[CH:25]=2)[CH:17]=[C:18]([Cl:20])[CH:19]=1. The catalyst class is: 2.